Predict which catalyst facilitates the given reaction. From a dataset of Catalyst prediction with 721,799 reactions and 888 catalyst types from USPTO. Reactant: [CH3:1][O:2][C:3]1[CH:4]=[C:5]2[C:9](=[CH:10][C:11]=1[O:12][CH3:13])[CH2:8][N:7]([C:14]1[C:15]([CH3:34])=[C:16]([CH3:33])[C:17]3[O:21][C:20]([CH3:23])([CH3:22])[CH:19]([C:24]4[CH:29]=[CH:28][C:27]([CH3:30])=[CH:26][CH:25]=4)[C:18]=3[C:31]=1[CH3:32])[CH2:6]2.[BrH:35]. Product: [BrH:35].[CH3:1][O:2][C:3]1[CH:4]=[C:5]2[C:9](=[CH:10][C:11]=1[O:12][CH3:13])[CH2:8][N:7]([C:14]1[C:15]([CH3:34])=[C:16]([CH3:33])[C:17]3[O:21][C:20]([CH3:23])([CH3:22])[CH:19]([C:24]4[CH:25]=[CH:26][C:27]([CH3:30])=[CH:28][CH:29]=4)[C:18]=3[C:31]=1[CH3:32])[CH2:6]2. The catalyst class is: 15.